From a dataset of Full USPTO retrosynthesis dataset with 1.9M reactions from patents (1976-2016). Predict the reactants needed to synthesize the given product. Given the product [Cl:1][C:2]1[CH:3]=[CH:4][C:5]([C:8]2[N:12]([CH:13]([CH3:14])[CH3:15])[C:11]([NH:16][C:28](=[O:29])[CH:27]([N:19]3[CH:20]=[C:21]([C:23]([F:24])([F:26])[F:25])[N:22]=[C:18]3[CH3:17])[CH3:31])=[CH:10][N:9]=2)=[CH:6][CH:7]=1, predict the reactants needed to synthesize it. The reactants are: [Cl:1][C:2]1[CH:7]=[CH:6][C:5]([C:8]2[N:12]([CH:13]([CH3:15])[CH3:14])[C:11]([NH2:16])=[CH:10][N:9]=2)=[CH:4][CH:3]=1.[CH3:17][C:18]1[N:19]([CH:27]([CH3:31])[C:28](O)=[O:29])[CH:20]=[C:21]([C:23]([F:26])([F:25])[F:24])[N:22]=1.CN(C(ON1N=NC2C=CC=NC1=2)=[N+](C)C)C.F[P-](F)(F)(F)(F)F.CCN(CC)CC.